This data is from Reaction yield outcomes from USPTO patents with 853,638 reactions. The task is: Predict the reaction yield, written as a fraction of the theoretical maximum amount of product (1.0 means a 100% yield; for example, 0.34 means a 34% yield). (1) The reactants are [C:1]1([CH3:11])[CH:6]=[CH:5][C:4]([S:7](Cl)(=[O:9])=[O:8])=[CH:3][CH:2]=1.[CH:12]1([CH2:15][CH2:16][OH:17])[CH2:14][CH2:13]1. The catalyst is N1C=CC=CC=1.ClCCl.CCOCC. The product is [CH:12]1([CH2:15][CH2:16][O:17][S:7]([C:4]2[CH:5]=[CH:6][C:1]([CH3:11])=[CH:2][CH:3]=2)(=[O:9])=[O:8])[CH2:14][CH2:13]1. The yield is 0.890. (2) The reactants are [NH2:1][C:2]1[C:7]([NH:8][CH2:9][C:10](OCC)=[O:11])=[CH:6][CH:5]=[C:4]([Cl:15])[N:3]=1.[H-].[Na+].Cl. The catalyst is O1CCOCC1. The product is [Cl:15][C:4]1[CH:5]=[CH:6][C:7]2[NH:8][CH2:9][C:10](=[O:11])[NH:1][C:2]=2[N:3]=1. The yield is 0.680. (3) The catalyst is C(O)C.C1OCCOCCOCCOCCOCCOC1. The reactants are [Br:1][C:2]1[CH:3]=[C:4]([OH:10])[C:5]([O:8][CH3:9])=[CH:6][CH:7]=1.[C:11]([O:15][C:16]([N:18]1[CH2:23]C2[CH:20]([O:21]2)[CH2:19]1)=[O:17])([CH3:14])([CH3:13])[CH3:12].[C:24](=O)([O-])[O-].[Cs+].[Cs+]. The product is [C:11]([O:15][C:16]([N:18]1[CH2:19][C@@H:20]([OH:21])[C@H:9]([O:8][C:5]2[CH:6]=[CH:7][C:2]([Br:1])=[CH:3][C:4]=2[O:10][CH3:24])[CH2:23]1)=[O:17])([CH3:14])([CH3:13])[CH3:12]. The yield is 0.690. (4) The reactants are C(OC([NH:8][C@H:9]([C:11]([NH:13][CH:14]1[N:20]=[C:19]([C:21]2[CH:26]=[CH:25][CH:24]=[CH:23][CH:22]=2)[C:18]2[CH:27]=[CH:28][CH:29]=[CH:30][C:17]=2[N:16]([CH2:31][C:32](=[O:39])[C:33]2[CH:38]=[CH:37][CH:36]=[CH:35][CH:34]=2)[C:15]1=[O:40])=[O:12])[CH3:10])=O)(C)(C)C.C(O)(C(F)(F)F)=O.C(Cl)Cl. No catalyst specified. The product is [NH2:8][C@H:9]([C:11]([NH:13][CH:14]1[N:20]=[C:19]([C:21]2[CH:26]=[CH:25][CH:24]=[CH:23][CH:22]=2)[C:18]2[CH:27]=[CH:28][CH:29]=[CH:30][C:17]=2[N:16]([CH2:31][C:32](=[O:39])[C:33]2[CH:38]=[CH:37][CH:36]=[CH:35][CH:34]=2)[C:15]1=[O:40])=[O:12])[CH3:10]. The yield is 0.940. (5) The reactants are [Cl:1][C:2]1[CH:7]=[CH:6][C:5]([N:8]2[CH2:17][C:16]3[C:12]4=[C:13]([C:23](=[O:27])[N:24]([CH3:26])[CH:25]=[C:11]4[C:10]4[CH:28]=[CH:29][CH:30]=[CH:31][C:9]2=4)[NH:14][C:15]=3[C:18]([O:20]CC)=O)=[CH:4][CH:3]=1.[CH2:32]([NH2:34])[CH3:33]. No catalyst specified. The product is [Cl:1][C:2]1[CH:7]=[CH:6][C:5]([N:8]2[CH2:17][C:16]3[C:12]4=[C:13]([C:23](=[O:27])[N:24]([CH3:26])[CH:25]=[C:11]4[C:10]4[CH:28]=[CH:29][CH:30]=[CH:31][C:9]2=4)[NH:14][C:15]=3[C:18]([NH:34][CH2:32][CH3:33])=[O:20])=[CH:4][CH:3]=1. The yield is 0.120.